From a dataset of Reaction yield outcomes from USPTO patents with 853,638 reactions. Predict the reaction yield, written as a fraction of the theoretical maximum amount of product (1.0 means a 100% yield; for example, 0.34 means a 34% yield). (1) The reactants are [C:1]([O:5][C:6]([N:8]1[CH2:12][CH2:11][CH2:10][CH:9]1[C:13]1[NH:17][C:16]2[CH:18]=[C:19](Br)[CH:20]=[CH:21][C:15]=2[N:14]=1)=[O:7])([CH3:4])([CH3:3])[CH3:2].[C:23]([O:27][C:28]([N:30]1[CH2:34][CH2:33][CH2:32][CH:31]1[C:35]1[NH:39][C:38]2[CH:40]=[C:41](B3OC(C)(C)C(C)(C)O3)[CH:42]=[CH:43][C:37]=2[N:36]=1)=[O:29])([CH3:26])([CH3:25])[CH3:24].C(=O)([O-])[O-].[K+].[K+]. The catalyst is COCCOC.O.C(OCC)(=O)C.C1C=CC([P]([Pd]([P](C2C=CC=CC=2)(C2C=CC=CC=2)C2C=CC=CC=2)([P](C2C=CC=CC=2)(C2C=CC=CC=2)C2C=CC=CC=2)[P](C2C=CC=CC=2)(C2C=CC=CC=2)C2C=CC=CC=2)(C2C=CC=CC=2)C2C=CC=CC=2)=CC=1. The product is [C:1]([O:5][C:6]([N:8]1[CH2:12][CH2:11][CH2:10][CH:9]1[C:13]1[NH:17][C:16]2[CH:18]=[C:19]([C:41]3[CH:42]=[CH:43][C:37]4[N:36]=[C:35]([CH:31]5[CH2:32][CH2:33][CH2:34][N:30]5[C:28]([O:27][C:23]([CH3:24])([CH3:25])[CH3:26])=[O:29])[NH:39][C:38]=4[CH:40]=3)[CH:20]=[CH:21][C:15]=2[N:14]=1)=[O:7])([CH3:4])([CH3:3])[CH3:2]. The yield is 0.150. (2) The yield is 0.850. The catalyst is ClCCl. The reactants are [C:1](Cl)([C:14]1[CH:19]=[CH:18][CH:17]=[CH:16][CH:15]=1)([C:8]1[CH:13]=[CH:12][CH:11]=[CH:10][CH:9]=1)[C:2]1[CH:7]=[CH:6][CH:5]=[CH:4][CH:3]=1.[Br:21][C:22]1[CH:23]=[C:24]2[C:28](=[CH:29][CH:30]=1)[CH2:27][NH:26][CH2:25]2.C(N(CC)CC)C. The product is [Br:21][C:22]1[CH:23]=[C:24]2[C:28](=[CH:29][CH:30]=1)[CH2:27][N:26]([C:1]([C:14]1[CH:19]=[CH:18][CH:17]=[CH:16][CH:15]=1)([C:8]1[CH:13]=[CH:12][CH:11]=[CH:10][CH:9]=1)[C:2]1[CH:7]=[CH:6][CH:5]=[CH:4][CH:3]=1)[CH2:25]2.